This data is from Reaction yield outcomes from USPTO patents with 853,638 reactions. The task is: Predict the reaction yield, written as a fraction of the theoretical maximum amount of product (1.0 means a 100% yield; for example, 0.34 means a 34% yield). The yield is 0.0100. The catalyst is [Cl-].C([N+]1C(C)=C(CCO)SC=1)C1C=CC=CC=1.C(O)C. The reactants are C(N(CC)CC)C.[CH3:8][N:9]1[C:17]2[C:12](=[CH:13][CH:14]=[CH:15][CH:16]=2)[C:11]([CH:18]=[O:19])=[CH:10]1.[CH3:20][O:21][C:22]1[CH:23]=[C:24]([CH:33]=[CH:34][CH:35]=1)[N:25]=[CH:26][C:27]1[CH:31]=[C:30]([CH3:32])[O:29][N:28]=1. The product is [CH3:20][O:21][C:22]1[CH:23]=[C:24]([NH:25][CH:26]([C:27]2[CH:31]=[C:30]([CH3:32])[O:29][N:28]=2)[C:18]([C:11]2[C:12]3[C:17](=[CH:16][CH:15]=[CH:14][CH:13]=3)[N:9]([CH3:8])[CH:10]=2)=[O:19])[CH:33]=[CH:34][CH:35]=1.